Dataset: Reaction yield outcomes from USPTO patents with 853,638 reactions. Task: Predict the reaction yield, written as a fraction of the theoretical maximum amount of product (1.0 means a 100% yield; for example, 0.34 means a 34% yield). (1) The reactants are S(Cl)(Cl)=O.[CH3:5][C:6]1[N:11]=[CH:10][C:9]([CH2:12][OH:13])=[CH:8][CH:7]=1.[C:14]1(O)[CH:19]=[CH:18][CH:17]=[CH:16][CH:15]=1.C(=O)([O-])[O-].[K+].[K+]. The catalyst is CN(C)C=O. The product is [CH3:5][C:6]1[CH:7]=[CH:8][C:9]([CH2:12][O:13][C:14]2[CH:19]=[CH:18][CH:17]=[CH:16][CH:15]=2)=[CH:10][N:11]=1. The yield is 0.660. (2) The yield is 0.660. The reactants are [O:1]=[C:2]([C:16]1[CH:21]=[CH:20][CH:19]=[CH:18][CH:17]=1)[C:3]([NH:5][C:6]1[CH:14]=[CH:13][CH:12]=[C:11]2[C:7]=1[CH2:8][O:9][C:10]2=[O:15])=[O:4].[H-].[Na+].Cl[CH2:25][C:26]1[CH:31]=[CH:30][C:29]([O:32][CH3:33])=[CH:28][CH:27]=1.Cl. The product is [CH3:33][O:32][C:29]1[CH:30]=[CH:31][C:26]([CH2:25][N:5]([C:6]2[CH:14]=[CH:13][CH:12]=[C:11]3[C:7]=2[CH2:8][O:9][C:10]3=[O:15])[C:3](=[O:4])[C:2](=[O:1])[C:16]2[CH:21]=[CH:20][CH:19]=[CH:18][CH:17]=2)=[CH:27][CH:28]=1. The catalyst is CN(C=O)C.C(OCC)(=O)C.O. (3) The reactants are [F:1][C:2]([F:11])([F:10])[CH2:3][CH2:4][C:5]1[NH:6][CH:7]=[CH:8][CH:9]=1.ClC(Cl)(Cl)C(Cl)=O.[OH-].[Li+].C(O)(=O)CC(CC(O)=O)([C:25]([OH:27])=[O:26])O. The catalyst is C(OCC)C. The product is [F:11][C:2]([F:1])([F:10])[CH2:3][CH2:4][C:5]1[NH:6][C:7]([C:25]([OH:27])=[O:26])=[CH:8][CH:9]=1. The yield is 0.680. (4) The reactants are [C:1]([O:5][C:6]([N:8]1[CH2:12][CH2:11][CH2:10][C@H:9]1[CH2:13][N:14]1[C:22]2[C:17](=[CH:18][CH:19]=[C:20]([Cl:23])[CH:21]=2)[C:16]([C:24](=[O:29])C(F)(F)F)=[CH:15]1)=[O:7])([CH3:4])([CH3:3])[CH3:2].[H-].[Na+].[OH2:32]. The catalyst is CN(C)C=O.COC(C)(C)C. The product is [C:1]([O:5][C:6]([N:8]1[CH2:12][CH2:11][CH2:10][C@H:9]1[CH2:13][N:14]1[C:22]2[C:17](=[CH:18][CH:19]=[C:20]([Cl:23])[CH:21]=2)[C:16]([C:24]([OH:32])=[O:29])=[CH:15]1)=[O:7])([CH3:3])([CH3:4])[CH3:2]. The yield is 0.960. (5) The reactants are Br[C:2]1[N:6]([CH:7]([CH3:9])[CH3:8])[C:5]2[CH:10]([C:25]3[CH:30]=[CH:29][C:28]([Cl:31])=[CH:27][CH:26]=3)[N:11]([C:14]3[CH:15]=[C:16]([CH3:24])[C:17]4[N:18]([C:20]([CH3:23])=[N:21][N:22]=4)[CH:19]=3)[C:12](=[O:13])[C:4]=2[N:3]=1.C([Sn](CCCC)(CCCC)[C:37]1[O:38][CH:39]=[CH:40][N:41]=1)CCC. The catalyst is CN(C=O)C.[Cl-].[Na+].O.C1C=CC([P]([Pd]([P](C2C=CC=CC=2)(C2C=CC=CC=2)C2C=CC=CC=2)([P](C2C=CC=CC=2)(C2C=CC=CC=2)C2C=CC=CC=2)[P](C2C=CC=CC=2)(C2C=CC=CC=2)C2C=CC=CC=2)(C2C=CC=CC=2)C2C=CC=CC=2)=CC=1. The product is [Cl:31][C:28]1[CH:29]=[CH:30][C:25]([CH:10]2[C:5]3[N:6]([CH:7]([CH3:9])[CH3:8])[C:2]([C:37]4[O:38][CH:39]=[CH:40][N:41]=4)=[N:3][C:4]=3[C:12](=[O:13])[N:11]2[C:14]2[CH:15]=[C:16]([CH3:24])[C:17]3[N:18]([C:20]([CH3:23])=[N:21][N:22]=3)[CH:19]=2)=[CH:26][CH:27]=1. The yield is 0.110. (6) The reactants are C[O:2][C:3]1[CH:11]=[C:10]2[C:6]([CH:7]=[N:8][NH:9]2)=[CH:5][CH:4]=1.I. No catalyst specified. The product is [NH:9]1[C:10]2[C:6](=[CH:5][CH:4]=[C:3]([OH:2])[CH:11]=2)[CH:7]=[N:8]1. The yield is 0.860. (7) The reactants are C(OC([NH:11][C@H:12]([C:19]1[CH:20]=[C:21]([NH:25][C:26]([O:28][CH2:29][CH2:30][C:31]2[CH:36]=[CH:35][C:34]([CH:37]([NH:41][C:42]3[CH:43]=[C:44]4[C:49](=[CH:50][CH:51]=3)[C:48]([N:52]([C:60]([O:62][C:63]([CH3:66])([CH3:65])[CH3:64])=[O:61])[C:53]([O:55][C:56]([CH3:59])([CH3:58])[CH3:57])=[O:54])=[N:47][CH:46]=[CH:45]4)[C:38]([OH:40])=[O:39])=[CH:33][C:32]=2[CH3:67])=[O:27])[CH:22]=[CH:23][CH:24]=1)[CH2:13][C:14]([O:16][CH2:17][CH3:18])=[O:15])=O)C1C=CC=CC=1. The catalyst is CO.Cl.[Pd]. The product is [NH2:11][C@H:12]([C:19]1[CH:20]=[C:21]([NH:25][C:26]([O:28][CH2:29][CH2:30][C:31]2[CH:36]=[CH:35][C:34]([CH:37]([NH:41][C:42]3[CH:43]=[C:44]4[C:49](=[CH:50][CH:51]=3)[C:48]([N:52]([C:53]([O:55][C:56]([CH3:59])([CH3:58])[CH3:57])=[O:54])[C:60]([O:62][C:63]([CH3:66])([CH3:64])[CH3:65])=[O:61])=[N:47][CH:46]=[CH:45]4)[C:38]([OH:40])=[O:39])=[CH:33][C:32]=2[CH3:67])=[O:27])[CH:22]=[CH:23][CH:24]=1)[CH2:13][C:14]([O:16][CH2:17][CH3:18])=[O:15]. The yield is 0.890. (8) The catalyst is C1COCC1.CCOC(C)=O. The reactants are [NH2:1][C:2]1[CH:7]=[CH:6][C:5]([N+:8]([O-:10])=[O:9])=[CH:4][N:3]=1.C[Si]([N-][Si](C)(C)C)(C)C.[Na+].[CH3:21][C:22]([O:25][C:26](O[C:26]([O:25][C:22]([CH3:24])([CH3:23])[CH3:21])=[O:27])=[O:27])([CH3:24])[CH3:23]. The product is [C:22]([O:25][C:26]([NH:1][C:2]1[CH:7]=[CH:6][C:5]([N+:8]([O-:10])=[O:9])=[CH:4][N:3]=1)=[O:27])([CH3:24])([CH3:23])[CH3:21]. The yield is 0.700. (9) The product is [C:38]([O:3][C:4]1[CH:19]=[C:18]([C:20]2[CH:25]=[CH:24][CH:23]=[CH:22][CH:21]=2)[CH:17]=[CH:16][C:5]=1[C:6]1([O:15][C:26](=[O:29])[CH3:27])[C:2](=[O:1])[C:13]2[C:8](=[CH:9][CH:10]=[CH:11][CH:12]=2)[C:7]1=[O:14])(=[O:39])[CH3:37]. The reactants are [OH:1][C:2]12[C:13]3[C:8](=[CH:9][CH:10]=[CH:11][CH:12]=3)[C:7](=[O:14])[C:6]1([OH:15])[C:5]1[CH:16]=[CH:17][C:18]([C:20]3[CH:25]=[CH:24][CH:23]=[CH:22][CH:21]=3)=[CH:19][C:4]=1[O:3]2.[C:26]([OH:29])(=O)[CH3:27].N1C=CC=CC=1.C1C[O:39][CH2:38][CH2:37]1. The yield is 0.110. No catalyst specified. (10) The reactants are C(=O)([O-])[O-].[K+].[K+].[CH2:7]([O:9][C:10](=[O:33])[C@H:11]([CH2:18][C:19]1[C:20]([CH2:28][O:29]C(=O)C)=[C:21]2[C:25](=[CH:26][CH:27]=1)[NH:24][N:23]=[CH:22]2)[CH2:12][C:13]([O:15][CH2:16]C)=[O:14])C. The catalyst is CO. The product is [CH3:7][O:9][C:10](=[O:33])[C@H:11]([CH2:18][C:19]1[C:20]([CH2:28][OH:29])=[C:21]2[C:25](=[CH:26][CH:27]=1)[NH:24][N:23]=[CH:22]2)[CH2:12][C:13]([O:15][CH3:16])=[O:14]. The yield is 0.920.